From a dataset of Drug-target binding data from BindingDB using IC50 measurements. Regression. Given a target protein amino acid sequence and a drug SMILES string, predict the binding affinity score between them. We predict pIC50 (pIC50 = -log10(IC50 in M); higher means more potent). Dataset: bindingdb_ic50. (1) The drug is CC[C@@H](NC(=O)c1cnn2cc(C)cnc12)c1ccc(OC(F)(F)F)cc1. The target protein (Q08499) has sequence MEAEGSSAPARAGSGEGSDSAGGATLKAPKHLWRHEQHHQYPLRQPQFRLLHPHHHLPPPPPPSPQPQPQCPLQPPPPPPLPPPPPPPGAARGRYASSGATGRVRHRGYSDTERYLYCRAMDRTSYAVETGHRPGLKKSRMSWPSSFQGLRRFDVDNGTSAGRSPLDPMTSPGSGLILQANFVHSQRRESFLYRSDSDYDLSPKSMSRNSSIASDIHGDDLIVTPFAQVLASLRTVRNNFAALTNLQDRAPSKRSPMCNQPSINKATITEEAYQKLASETLEELDWCLDQLETLQTRHSVSEMASNKFKRMLNRELTHLSEMSRSGNQVSEFISNTFLDKQHEVEIPSPTQKEKEKKKRPMSQISGVKKLMHSSSLTNSSIPRFGVKTEQEDVLAKELEDVNKWGLHVFRIAELSGNRPLTVIMHTIFQERDLLKTFKIPVDTLITYLMTLEDHYHADVAYHNNIHAADVVQSTHVLLSTPALEAVFTDLEILAAIFASA.... The pIC50 is 5.0. (2) The drug is CS(=O)(=O)c1ccc(-c2ccc(C(=O)Nc3ccccc3C(=O)O)cc2Oc2ccccc2)cc1. The target protein (P0DB00) has sequence MIFSKISQVAHYVPQQLVTNNDLASIMDTSHEWIFSRTGIAERHISRDEMTSDLAIQVADQLLTQSGLKADAIDFIIVATISPDATMPSTAAKVQAAIAATSAFAFDMTAACSGFVFALAMADKLIASGAYQNGMVIGAETLSKLVNWQDRATAVLFGDGAGGVLLEASKDKHVLAETLHTDGARCQSLISGETSLSSPYSIGKKAIATIQMDGRAIFDFAIRDVSKSILTLMAQSDITKDDIDYCLLHQANRRILDKIARKIDVPREKFLENMMRYGNTSAASIPILLSEAVQKGQIRLDGTQKILLSGFGGGLTWGSLIVKI. The pIC50 is 8.5. (3) The small molecule is CCc1cnc(-c2cc(OC[C@@H]3CN(C)CCO3)cc(C(=O)N[C@H](C)c3cnc(C(F)(F)F)nc3)c2)s1. The target protein (Q9UBL9) has sequence MAAAQPKYPAGATARRLARGCWSALWDYETPKVIVVRNRRLGVLYRAVQLLILLYFVWYVFIVQKSYQESETGPESSIITKVKGITTSEHKVWDVEEYVKPPEGGSVFSIITRVEATHSQTQGTCPESIRVHNATCLSDADCVAGELDMLGNGLRTGRCVPYYQGPSKTCEVFGWCPVEDGASVSQFLGTMAPNFTILIKNSIHYPKFHFSKGNIADRTDGYLKRCTFHEASDLYCPIFKLGFIVEKAGESFTELAHKGGVIGVIINWDCDLDLPASECNPKYSFRRLDPKHVPASSGYNFRFAKYYKINGTTTRTLIKAYGIRIDVIVHGQAGKFSLIPTIINLATALTSVGVGSFLCDWILLTFMNKNKVYSHKKFDKVCTPSHPSGSWPVTLARVLGQAPPEPGHRSEDQHPSPPSGQEGQQGAECGPAFPPLRPCPISAPSEQMVDTPASEPAQASTPTDPKGLAQL. The pIC50 is 6.7.